This data is from Forward reaction prediction with 1.9M reactions from USPTO patents (1976-2016). The task is: Predict the product of the given reaction. Given the reactants [C:1]1([N:7]=[C:8]=[O:9])[CH:6]=[CH:5][CH:4]=[CH:3][CH:2]=1.[F:10][C:11]1[CH:16]=[CH:15][C:14]([C:17]2[S:21][C:20]([S:22]([N:25]3[CH2:30][CH2:29][NH:28][CH2:27][C@@H:26]3[C:31]([NH:33][O:34][CH:35]3[CH2:40][CH2:39][CH2:38][CH2:37][O:36]3)=[O:32])(=[O:24])=[O:23])=[CH:19][CH:18]=2)=[CH:13][CH:12]=1, predict the reaction product. The product is: [F:10][C:11]1[CH:12]=[CH:13][C:14]([C:17]2[S:21][C:20]([S:22]([N:25]3[CH2:30][CH2:29][N:28]([C:8]([NH:7][C:1]4[CH:6]=[CH:5][CH:4]=[CH:3][CH:2]=4)=[O:9])[CH2:27][C@@H:26]3[C:31]([NH:33][O:34][CH:35]3[CH2:40][CH2:39][CH2:38][CH2:37][O:36]3)=[O:32])(=[O:23])=[O:24])=[CH:19][CH:18]=2)=[CH:15][CH:16]=1.